Predict the reaction yield, written as a fraction of the theoretical maximum amount of product (1.0 means a 100% yield; for example, 0.34 means a 34% yield). From a dataset of Reaction yield outcomes from USPTO patents with 853,638 reactions. (1) The reactants are Cl[C:2]1[CH:7]=[C:6]([O:8][C:9]2[CH:10]=[N:11][C:12]([N+:15]([O-:17])=[O:16])=[CH:13][CH:14]=2)[CH:5]=[CH:4][N:3]=1.[CH3:18][N:19]([CH3:23])[C:20]([NH2:22])=[O:21].C([O-])([O-])=O.[Cs+].[Cs+]. The catalyst is O1CCOCC1.C1(P(C2C=CC=CC=2)[C-]2C=CC=C2)C=CC=CC=1.[C-]1(P(C2C=CC=CC=2)C2C=CC=CC=2)C=CC=C1.[Fe+2].C1C=CC(/C=C/C(/C=C/C2C=CC=CC=2)=O)=CC=1.C1C=CC(/C=C/C(/C=C/C2C=CC=CC=2)=O)=CC=1.C1C=CC(/C=C/C(/C=C/C2C=CC=CC=2)=O)=CC=1.[Pd].[Pd]. The product is [CH3:18][N:19]([CH3:23])[C:20]([NH:22][C:2]1[CH:7]=[C:6]([O:8][C:9]2[CH:10]=[N:11][C:12]([N+:15]([O-:17])=[O:16])=[CH:13][CH:14]=2)[CH:5]=[CH:4][N:3]=1)=[O:21]. The yield is 0.510. (2) The reactants are [CH3:1][C:2]1[C:3]([C:12]([O:14][CH2:15][CH3:16])=[O:13])=[N:4][CH:5]=[C:6]([CH3:11])[C:7]=1[N+:8]([O-])=O. The catalyst is C(O)C.[Pd]. The product is [NH2:8][C:7]1[C:6]([CH3:11])=[CH:5][N:4]=[C:3]([C:12]([O:14][CH2:15][CH3:16])=[O:13])[C:2]=1[CH3:1]. The yield is 0.923. (3) The reactants are Cl[CH2:2][CH2:3][C:4]([C:6]1[S:10][C:9]2[CH2:11][CH2:12][CH2:13][CH2:14][C:8]=2[CH:7]=1)=[O:5].S(=O)(=O)(O)O. No catalyst specified. The product is [CH2:2]1[C:7]2[C:8]3[CH2:14][CH2:13][CH2:12][CH2:11][C:9]=3[S:10][C:6]=2[C:4](=[O:5])[CH2:3]1. The yield is 0.470. (4) The reactants are [C:1]([O:5][C:6](=[O:17])[NH:7][CH2:8][CH2:9][C:10]1[CH:15]=[CH:14][C:13]([OH:16])=[CH:12][CH:11]=1)([CH3:4])([CH3:3])[CH3:2].N1C=CC=CC=1.[F:24][C:25]([F:38])([F:37])[S:26](O[S:26]([C:25]([F:38])([F:37])[F:24])(=[O:28])=[O:27])(=[O:28])=[O:27].O. The catalyst is C(Cl)Cl. The product is [C:1]([O:5][C:6]([NH:7][CH2:8][CH2:9][C:10]1[CH:15]=[CH:14][C:13]([O:16][S:26]([C:25]([F:38])([F:37])[F:24])(=[O:28])=[O:27])=[CH:12][CH:11]=1)=[O:17])([CH3:4])([CH3:2])[CH3:3]. The yield is 1.00. (5) The reactants are Cl.[F:2][C:3]([F:36])([F:35])[C:4]1[CH:34]=[CH:33][C:7]([CH2:8][NH:9][CH2:10][C:11]2[CH:16]=[CH:15][C:14]([C:17]3[O:21][N:20]=[C:19]([CH2:22][CH2:23][CH2:24][CH2:25][CH2:26][CH2:27][CH2:28][CH2:29][CH2:30][CH2:31][CH3:32])[N:18]=3)=[CH:13][CH:12]=2)=[CH:6][CH:5]=1.CCN(C(C)C)C(C)C.[CH2:46]([O:48][C:49](=[O:53])[C:50](Cl)=[O:51])[CH3:47]. The catalyst is C(Cl)Cl. The product is [O:51]=[C:50]([N:9]([CH2:8][C:7]1[CH:6]=[CH:5][C:4]([C:3]([F:2])([F:35])[F:36])=[CH:34][CH:33]=1)[CH2:10][C:11]1[CH:12]=[CH:13][C:14]([C:17]2[O:21][N:20]=[C:19]([CH2:22][CH2:23][CH2:24][CH2:25][CH2:26][CH2:27][CH2:28][CH2:29][CH2:30][CH2:31][CH3:32])[N:18]=2)=[CH:15][CH:16]=1)[C:49]([O:48][CH2:46][CH3:47])=[O:53]. The yield is 0.750.